This data is from Reaction yield outcomes from USPTO patents with 853,638 reactions. The task is: Predict the reaction yield, written as a fraction of the theoretical maximum amount of product (1.0 means a 100% yield; for example, 0.34 means a 34% yield). (1) The reactants are [Cl:1][C:2]1[C:9]([F:10])=[CH:8][CH:7]=[C:6](F)[C:3]=1[CH:4]=[O:5].[CH3:12][O-:13].[Na+]. The catalyst is O1CCCC1.CO. The product is [Cl:1][C:2]1[C:9]([F:10])=[CH:8][CH:7]=[C:6]([O:13][CH3:12])[C:3]=1[CH:4]=[O:5]. The yield is 0.850. (2) The reactants are [NH2:1][C:2]1[S:3][C:4]([C:8]([O:10]CC)=[O:9])=[C:5]([CH3:7])[N:6]=1.[OH-].[Na+]. The catalyst is O1CCCC1.O. The product is [NH2:1][C:2]1[S:3][C:4]([C:8]([OH:10])=[O:9])=[C:5]([CH3:7])[N:6]=1. The yield is 0.940. (3) The reactants are [F:1][C:2]1[CH:7]=[CH:6][C:5]([F:8])=[CH:4][C:3]=1[CH:9]([S:23]([C:26]1[CH:31]=[CH:30][C:29]([F:32])=[CH:28][CH:27]=1)(=[O:25])=[O:24])[C:10]1[C:11]([CH3:22])=[CH:12][C:13]([C:16]([NH:18][CH2:19][CH2:20]O)=[O:17])=[N:14][CH:15]=1.C(Cl)[Cl:34]. The catalyst is S(Cl)(Cl)=O. The product is [Cl:34][CH2:20][CH2:19][NH:18][C:16]([C:13]1[CH:12]=[C:11]([CH3:22])[C:10]([CH:9]([C:3]2[CH:4]=[C:5]([F:8])[CH:6]=[CH:7][C:2]=2[F:1])[S:23]([C:26]2[CH:31]=[CH:30][C:29]([F:32])=[CH:28][CH:27]=2)(=[O:25])=[O:24])=[CH:15][N:14]=1)=[O:17]. The yield is 0.820.